This data is from Reaction yield outcomes from USPTO patents with 853,638 reactions. The task is: Predict the reaction yield, written as a fraction of the theoretical maximum amount of product (1.0 means a 100% yield; for example, 0.34 means a 34% yield). The reactants are P([O-])([O-])([O-])=O.C1C[O:9]CC1.C(#N)C.[N+](C1C=CC(COC(C2N3[C@H](SC=2)C([CH:33]([O:43][C:44](=O)[CH3:45])[C:34]2[CH:42]=[C:41]4[N:36]([CH2:37][S:38][CH2:39][CH2:40]4)[N:35]=2)(Br)C3=O)=O)=CC=1)([O-])=O. The catalyst is [Zn].C(OCC)(=O)C. The product is [CH2:44]([O:43][C:33]([C:34]1[CH:42]=[C:41]2[N:36]([CH2:37][S:38][CH2:39][CH2:40]2)[N:35]=1)=[O:9])[CH3:45]. The yield is 0.405.